Predict hERG channel inhibition at various concentrations. From a dataset of hERG Central: cardiac toxicity at 1µM, 10µM, and general inhibition. (1) The molecule is COc1cccc(NCc2ccc([N+](=O)[O-])s2)c1. Results: hERG_inhib (hERG inhibition (general)): blocker. (2) The compound is O=C(CSc1nnnn1C1CCCC1)Nc1cccc(NC(=O)c2ccco2)c1. Results: hERG_inhib (hERG inhibition (general)): blocker. (3) The molecule is Cc1ccc(S(=O)(=O)N(CC(O)CN(C)C)c2ccccc2)cc1.Cl. Results: hERG_inhib (hERG inhibition (general)): blocker. (4) The drug is CC(C)CNC(=O)C1CCN(Cc2ccc(OCc3ccccc3)cc2)CC1.O=C(O)C(=O)O. Results: hERG_inhib (hERG inhibition (general)): blocker. (5) The drug is O=C(Cc1ccc(F)cc1)N1CCN(c2ccc([N+](=O)[O-])cc2)CC1. Results: hERG_inhib (hERG inhibition (general)): blocker. (6) The drug is CCOc1cc(-c2nc3ccccn3c2NCC2CCCO2)ccc1O. Results: hERG_inhib (hERG inhibition (general)): blocker. (7) The drug is Cl.NC(=NCc1ccccc1)NC(=O)c1nc(Cl)c(N)nc1N. Results: hERG_inhib (hERG inhibition (general)): blocker. (8) The molecule is Cc1cc(C)nc(-n2nc(C)cc2NC(=O)CN2CCCC(C)C2)n1. Results: hERG_inhib (hERG inhibition (general)): blocker.